From a dataset of Reaction yield outcomes from USPTO patents with 853,638 reactions. Predict the reaction yield, written as a fraction of the theoretical maximum amount of product (1.0 means a 100% yield; for example, 0.34 means a 34% yield). (1) The reactants are C([O:3][C:4]([C:6]1[C:7]([C:12]2[CH:17]=[CH:16][C:15]([F:18])=[CH:14][CH:13]=2)=[N:8][O:9][C:10]=1[CH3:11])=[O:5])C.[CH:19](=O)[C:20]1[CH:25]=[CH:24][CH:23]=[CH:22][CH:21]=1.[O-]CC.[Na+].Cl. The catalyst is C(O)C. The product is [F:18][C:15]1[CH:14]=[CH:13][C:12]([C:7]2[C:6]([C:4]([OH:3])=[O:5])=[C:10](/[CH:11]=[CH:19]/[C:20]3[CH:25]=[CH:24][CH:23]=[CH:22][CH:21]=3)[O:9][N:8]=2)=[CH:17][CH:16]=1. The yield is 0.770. (2) The catalyst is ClCCCl. The product is [CH3:21][N:22]([CH3:23])[CH2:19][C:16]1[CH:17]=[CH:18][C:13]([C:10]2[CH:11]=[CH:12][C:7]([C:4]3[N:3]=[C:2]([CH3:1])[O:6][N:5]=3)=[CH:8][CH:9]=2)=[CH:14][CH:15]=1. The reactants are [CH3:1][C:2]1[O:6][N:5]=[C:4]([C:7]2[CH:12]=[CH:11][C:10]([C:13]3[CH:18]=[CH:17][C:16]([CH:19]=O)=[CH:15][CH:14]=3)=[CH:9][CH:8]=2)[N:3]=1.[CH3:21][NH:22][CH3:23].C(O[BH-](OC(=O)C)OC(=O)C)(=O)C.[Na+]. The yield is 0.710. (3) The reactants are [F:1][C:2]1[CH:24]=[C:23]([N+:25]([O-])=O)[CH:22]=[CH:21][C:3]=1[O:4][C:5]1[C:14]2[C:9](=[CH:10][C:11]([O:17][CH3:18])=[C:12]([O:15][CH3:16])[CH:13]=2)[N:8]=[CH:7][C:6]=1[C:19]#[N:20].[Cl-].[NH4+].O. The catalyst is C(O)C.[Fe]. The product is [NH2:25][C:23]1[CH:22]=[CH:21][C:3]([O:4][C:5]2[C:14]3[C:9](=[CH:10][C:11]([O:17][CH3:18])=[C:12]([O:15][CH3:16])[CH:13]=3)[N:8]=[CH:7][C:6]=2[C:19]#[N:20])=[C:2]([F:1])[CH:24]=1. The yield is 0.240. (4) The reactants are [NH2:1][C:2]([C:4]1[CH:5]=[N:6][C:7]2[C:12]([C:13]=1[NH:14][C:15]1[CH:16]=[C:17]([CH:21]=[CH:22][CH:23]=1)[C:18]([OH:20])=[O:19])=[CH:11][CH:10]=[C:9]([C:24]1[CH:29]=[CH:28][CH:27]=[C:26]([O:30]C)[CH:25]=1)[CH:8]=2)=[O:3].B(Br)(Br)Br.O. The catalyst is ClCCl. The product is [NH2:1][C:2]([C:4]1[CH:5]=[N:6][C:7]2[C:12]([C:13]=1[NH:14][C:15]1[CH:16]=[C:17]([CH:21]=[CH:22][CH:23]=1)[C:18]([OH:20])=[O:19])=[CH:11][CH:10]=[C:9]([C:24]1[CH:29]=[CH:28][CH:27]=[C:26]([OH:30])[CH:25]=1)[CH:8]=2)=[O:3]. The yield is 0.310. (5) The reactants are Cl[C:2]1[N:7]=[C:6]([NH:8][CH2:9][CH2:10][NH:11][C:12]2[CH:19]=[CH:18][C:15]([C:16]#[N:17])=[CH:14][N:13]=2)[C:5]([CH3:20])=[CH:4][N:3]=1.[Cl:21][C:22]1[CH:27]=[CH:26][C:25](B(O)O)=[CH:24][CH:23]=1.C(=O)([O-])[O-].[Na+].[Na+].C(P(C(C)(C)C)C(C)(C)C)(C)(C)C. The catalyst is CN(C)C=O.ClCCl.[Pd](Cl)Cl.C1(P(C2C=CC=CC=2)[C-]2C=CC=C2)C=CC=CC=1.[C-]1(P(C2C=CC=CC=2)C2C=CC=CC=2)C=CC=C1.[Fe+2]. The product is [Cl:21][C:22]1[CH:27]=[CH:26][C:25]([C:2]2[N:7]=[C:6]([NH:8][CH2:9][CH2:10][NH:11][C:12]3[CH:19]=[CH:18][C:15]([C:16]#[N:17])=[CH:14][N:13]=3)[C:5]([CH3:20])=[CH:4][N:3]=2)=[CH:24][CH:23]=1. The yield is 0.160. (6) The product is [CH:44]1([S:41]([NH:40][C:38]([C@@:11]23[CH2:37][C@H:10]2[CH2:9][C:8]([F:47])([F:48])[CH2:7][CH2:6][CH2:5][CH2:4][CH2:3][C@H:2]([NH:1][C:57]([C:54]2[CH:53]=[N:52][C:51]([CH3:50])=[CH:56][N:55]=2)=[O:58])[C:16](=[O:17])[N:15]2[CH2:18][C@H:19]([O:21][C:22]4[N:23]=[C:24]5[C:29](=[C:30]6[C:35]=4[CH:34]=[CH:33][CH:32]=[CH:31]6)[CH:28]=[CH:27][CH:26]=[CH:25]5)[CH2:20][C@H:14]2[C:13](=[O:36])[NH:12]3)=[O:39])(=[O:43])=[O:42])[CH2:46][CH2:45]1. The catalyst is ClCCl. The yield is 0.600. The reactants are [NH2:1][C@@H:2]1[C:16](=[O:17])[N:15]2[CH2:18][C@H:19]([O:21][C:22]3[N:23]=[C:24]4[C:29](=[C:30]5[C:35]=3[CH:34]=[CH:33][CH:32]=[CH:31]5)[CH:28]=[CH:27][CH:26]=[CH:25]4)[CH2:20][C@H:14]2[C:13](=[O:36])[NH:12][C@:11]2([C:38]([NH:40][S:41]([CH:44]3[CH2:46][CH2:45]3)(=[O:43])=[O:42])=[O:39])[CH2:37][C@H:10]2[CH2:9][C:8]([F:48])([F:47])[CH2:7][CH2:6][CH2:5][CH2:4][CH2:3]1.Cl.[CH3:50][C:51]1[N:52]=[CH:53][C:54]([C:57](O)=[O:58])=[N:55][CH:56]=1.CN(C(ON1N=NC2C=CC=NC1=2)=[N+](C)C)C.F[P-](F)(F)(F)(F)F.C(N(C(C)C)C(C)C)C. (7) The reactants are [N+:1]([C:4]1[CH:9]=[CH:8][N:7]=[C:6]([C:10]([NH2:12])=[O:11])[CH:5]=1)([O-])=O.[H][H]. The catalyst is CO.[Pd]. The product is [NH2:1][C:4]1[CH:9]=[CH:8][N:7]=[C:6]([C:10]([NH2:12])=[O:11])[CH:5]=1. The yield is 0.870.